Predict the reaction yield, written as a fraction of the theoretical maximum amount of product (1.0 means a 100% yield; for example, 0.34 means a 34% yield). From a dataset of Reaction yield outcomes from USPTO patents with 853,638 reactions. (1) The reactants are [C:1]([C:4]1[C:5]([O:19][C:20](=[O:22])[CH3:21])=[C:6]([C:9]2[CH:14]=[CH:13][C:12]([C:15]([CH3:18])([CH3:17])[CH3:16])=[CH:11][CH:10]=2)[S:7][CH:8]=1)(=O)[CH3:2].[NH:23]([C:25]([C:27]1[CH:35]=[CH:34][C:30]([C:31]([OH:33])=[O:32])=[C:29]([N+:36]([O-:38])=[O:37])[CH:28]=1)=[O:26])[NH2:24].Cl.O. The catalyst is CN(C=O)C. The product is [C:20]([O:19][C:5]1[C:4]([C:1](=[N:24][NH:23][C:25]([C:27]2[CH:35]=[CH:34][C:30]([C:31]([OH:33])=[O:32])=[C:29]([N+:36]([O-:38])=[O:37])[CH:28]=2)=[O:26])[CH3:2])=[CH:8][S:7][C:6]=1[C:9]1[CH:14]=[CH:13][C:12]([C:15]([CH3:18])([CH3:17])[CH3:16])=[CH:11][CH:10]=1)(=[O:22])[CH3:21]. The yield is 0.280. (2) The reactants are C([Li])(C)(C)C.Br[C:7]1[CH:15]=[CH:14][CH:13]=[C:12]2[C:8]=1[CH:9]=[CH:10][N:11]2[CH2:16][CH2:17][CH2:18][O:19][Si:20]([C:23]([CH3:26])([CH3:25])[CH3:24])([CH3:22])[CH3:21].[C:27](OC)(=[O:32])[C:28]([O:30][CH3:31])=[O:29].C(=O)=O. The catalyst is O1CCCC1. The product is [CH3:31][O:30][C:28](=[O:29])[C:27]([C:7]1[CH:15]=[CH:14][CH:13]=[C:12]2[C:8]=1[CH:9]=[CH:10][N:11]2[CH2:16][CH2:17][CH2:18][O:19][Si:20]([C:23]([CH3:26])([CH3:25])[CH3:24])([CH3:22])[CH3:21])=[O:32]. The yield is 0.750. (3) No catalyst specified. The yield is 0.600. The reactants are O[C:2]1[C:3]([C:11]([OH:13])=[O:12])=[N:4][N:5]([CH3:10])[C:6](=[O:9])[C:7]=1[CH3:8].O=P(Cl)(Cl)[Cl:16]. The product is [Cl:16][C:2]1[C:3]([C:11]([OH:13])=[O:12])=[N:4][N:5]([CH3:10])[C:6](=[O:9])[C:7]=1[CH3:8]. (4) The yield is 0.400. The catalyst is C(Cl)Cl. The reactants are [Cl:1][C:2]1[C:3]([C:14]2[N:18]([CH3:19])[C:17]3[CH:20]=[CH:21][CH:22]=[CH:23][C:16]=3[N:15]=2)=[CH:4][C:5]([N:8]2[CH2:13][CH2:12][NH:11][CH2:10][CH2:9]2)=[N:6][CH:7]=1.CCN(C(C)C)C(C)C.Cl[C:34]([O:36][CH3:37])=[O:35]. The product is [Cl:1][C:2]1[C:3]([C:14]2[N:18]([CH3:19])[C:17]3[CH:20]=[CH:21][CH:22]=[CH:23][C:16]=3[N:15]=2)=[CH:4][C:5]([N:8]2[CH2:9][CH2:10][N:11]([C:34]([O:36][CH3:37])=[O:35])[CH2:12][CH2:13]2)=[N:6][CH:7]=1. (5) The reactants are [NH2:1][C:2]1[CH:3]=[CH:4][C:5]([N:8]([CH3:12])[CH2:9][CH2:10][OH:11])=[N:6][CH:7]=1.CC(C)=O.Cl[C:18]([O:20][C:21]1[CH:26]=[CH:25][CH:24]=[CH:23][CH:22]=1)=[O:19]. No catalyst specified. The product is [OH:11][CH2:10][CH2:9][N:8]([CH3:12])[C:5]1[N:6]=[CH:7][C:2]([NH:1][C:18](=[O:19])[O:20][C:21]2[CH:26]=[CH:25][CH:24]=[CH:23][CH:22]=2)=[CH:3][CH:4]=1. The yield is 0.250. (6) The yield is 0.970. The catalyst is CCOC(C)=O.CCO.[Pd]. The product is [CH2:6]([NH:5][CH2:4][C:3]1[C:2]([CH3:1])=[C:11]([CH:10]=[CH:9][CH:8]=1)[NH2:12])[CH3:7]. The reactants are [CH3:1][C:2]1[C:11]([N+:12]([O-])=O)=[CH:10][CH:9]=[CH:8][C:3]=1[CH2:4][NH:5][CH2:6][CH3:7]. (7) The reactants are C(O[Na])C.[OH:5][C:6]1[CH:7]=[C:8]([CH:11]=[CH:12][CH:13]=1)[CH:9]=[O:10].Br[C:15]([CH3:22])([CH3:21])[C:16]([O:18][CH2:19][CH3:20])=[O:17]. The catalyst is C(O)C. The product is [CH:9]([C:8]1[CH:7]=[C:6]([CH:13]=[CH:12][CH:11]=1)[O:5][C:15]([CH3:22])([CH3:21])[C:16]([O:18][CH2:19][CH3:20])=[O:17])=[O:10]. The yield is 0.590.